This data is from Full USPTO retrosynthesis dataset with 1.9M reactions from patents (1976-2016). The task is: Predict the reactants needed to synthesize the given product. Given the product [Cl:1][C:2]1[N:7]=[C:6]([CH3:8])[N:5]=[C:4]([NH:9][C:11](=[O:10])[O:13][C:14]([CH3:17])([CH3:16])[CH3:15])[CH:3]=1, predict the reactants needed to synthesize it. The reactants are: [Cl:1][C:2]1[N:7]=[C:6]([CH3:8])[N:5]=[C:4]([NH2:9])[CH:3]=1.[O:10](C(OC(C)(C)C)=O)[C:11]([O:13][C:14]([CH3:17])([CH3:16])[CH3:15])=O.